This data is from Catalyst prediction with 721,799 reactions and 888 catalyst types from USPTO. The task is: Predict which catalyst facilitates the given reaction. (1) Reactant: [CH3:1][C:2]1[CH:7]=[CH:6][C:5]([S:8]([O:11][CH2:12][CH2:13][O:14][CH2:15][CH2:16][O:17][CH2:18][CH2:19][O:20][CH2:21][CH2:22][O:23][CH2:24][CH2:25][OH:26])(=[O:10])=[O:9])=[CH:4][CH:3]=1.[C:41]1(C)[CH:42]=[CH:43]C(S([O-])(=[O:34])=[O:34])=[CH:39][CH:40]=1.[NH+]1[CH:43]=[CH:42][CH:41]=[CH:40][CH:39]=1. Product: [CH3:1][C:2]1[CH:3]=[CH:4][C:5]([S:8]([O:11][CH2:12][CH2:13][O:14][CH2:15][CH2:16][O:17][CH2:18][CH2:19][O:20][CH2:21][CH2:22][O:23][CH2:24][CH2:25][O:26][CH:43]2[CH2:42][CH2:41][CH2:40][CH2:39][O:34]2)(=[O:9])=[O:10])=[CH:6][CH:7]=1. The catalyst class is: 2. (2) Reactant: [Cl:1][C:2]1[CH:3]=[C:4]([C@H:9]([OH:23])[C@@H:10]2[CH2:15][CH2:14][CH2:13][N:12]([C:16]([O:18][C:19]([CH3:22])([CH3:21])[CH3:20])=[O:17])[CH2:11]2)[CH:5]=[CH:6][C:7]=1[F:8].[H-].[Na+].Br[CH2:27][C:28]#[N:29]. Product: [Cl:1][C:2]1[CH:3]=[C:4]([C@H:9]([O:23][CH2:27][C:28]#[N:29])[C@@H:10]2[CH2:15][CH2:14][CH2:13][N:12]([C:16]([O:18][C:19]([CH3:20])([CH3:22])[CH3:21])=[O:17])[CH2:11]2)[CH:5]=[CH:6][C:7]=1[F:8]. The catalyst class is: 23. (3) Reactant: [Cl:1][C:2]1[CH:7]=[CH:6][CH:5]=[CH:4][C:3]=1[CH2:8][CH2:9][NH2:10].Cl[C:12]([O:14][CH3:15])=[O:13]. Product: [Cl:1][C:2]1[CH:7]=[CH:6][CH:5]=[CH:4][C:3]=1[CH2:8][CH2:9][NH:10][C:12](=[O:13])[O:14][CH3:15]. The catalyst class is: 2. (4) Reactant: [NH2:1][CH:2]([CH2:6][C:7]([F:10])([F:9])[F:8])[C:3]([OH:5])=[O:4].[OH-].[Na+].[C:13](O[C:13]([O:15][C:16]([CH3:19])([CH3:18])[CH3:17])=[O:14])([O:15][C:16]([CH3:19])([CH3:18])[CH3:17])=[O:14]. Product: [CH3:17][C:16]([O:15][C:13]([NH:1][CH:2]([CH2:6][C:7]([F:10])([F:9])[F:8])[C:3]([OH:5])=[O:4])=[O:14])([CH3:19])[CH3:18]. The catalyst class is: 371. (5) Reactant: C([BH3-])#N.[Na+].[C:5]([O:9][C:10]([NH:12][N:13]=[C:14]1[CH2:19][CH2:18][CH:17]([C:20]2[O:24][N:23]=[C:22]([CH:25]([CH3:27])[CH3:26])[N:21]=2)[CH2:16][CH2:15]1)=[O:11])([CH3:8])([CH3:7])[CH3:6].O.[OH-].[Na+]. Product: [C:5]([O:9][C:10]([NH:12][NH:13][C@H:14]1[CH2:19][CH2:18][C@@H:17]([C:20]2[O:24][N:23]=[C:22]([CH:25]([CH3:27])[CH3:26])[N:21]=2)[CH2:16][CH2:15]1)=[O:11])([CH3:8])([CH3:7])[CH3:6].[C:5]([O:9][C:10]([NH:12][NH:13][C@H:14]1[CH2:19][CH2:18][C@H:17]([C:20]2[O:24][N:23]=[C:22]([CH:25]([CH3:27])[CH3:26])[N:21]=2)[CH2:16][CH2:15]1)=[O:11])([CH3:8])([CH3:7])[CH3:6]. The catalyst class is: 15. (6) Reactant: [Br:1][C:2]1[CH:7]=[CH:6][C:5]([C:8]2[CH2:12][CH:11]([CH2:13]OS(C)(=O)=O)[O:10][N:9]=2)=[CH:4][CH:3]=1.[N-:19]=[N+:20]=[N-:21].[Na+].[Cl-].[Na+]. Product: [N:19]([CH2:13][CH:11]1[O:10][N:9]=[C:8]([C:5]2[CH:6]=[CH:7][C:2]([Br:1])=[CH:3][CH:4]=2)[CH2:12]1)=[N+:20]=[N-:21]. The catalyst class is: 9.